From a dataset of Full USPTO retrosynthesis dataset with 1.9M reactions from patents (1976-2016). Predict the reactants needed to synthesize the given product. (1) The reactants are: [OH:1][CH:2]([C:31]([NH:33][O:34][CH3:35])=[O:32])[CH:3]([NH:11][C:12](=[O:30])[C:13]1[CH:18]=[CH:17][CH:16]=[N:15][C:14]=1[N:19]1[CH:23]=[CH:22][C:21]([C:24]2[CH:29]=[CH:28][CH:27]=[CH:26][CH:25]=2)=[N:20]1)[CH2:4][C:5]1[CH:10]=[CH:9][CH:8]=[CH:7][CH:6]=1.I(C1C=CC=CC=1C(O)=O)(=O)=O.C([O-])(O)=O.[Na+]. Given the product [CH3:35][O:34][NH:33][C:31](=[O:32])[C:2](=[O:1])[CH:3]([NH:11][C:12](=[O:30])[C:13]1[CH:18]=[CH:17][CH:16]=[N:15][C:14]=1[N:19]1[CH:23]=[CH:22][C:21]([C:24]2[CH:25]=[CH:26][CH:27]=[CH:28][CH:29]=2)=[N:20]1)[CH2:4][C:5]1[CH:6]=[CH:7][CH:8]=[CH:9][CH:10]=1, predict the reactants needed to synthesize it. (2) The reactants are: [Br-].[CH2:2]([Zn+])[CH2:3][C:4]1[CH:9]=[CH:8][CH:7]=[CH:6][CH:5]=1.Br[C:12]1[C:17]([Br:18])=[CH:16][CH:15]=[CH:14][N:13]=1. Given the product [Br:18][C:17]1[C:12]([CH2:2][CH2:3][C:4]2[CH:9]=[CH:8][CH:7]=[CH:6][CH:5]=2)=[N:13][CH:14]=[CH:15][CH:16]=1, predict the reactants needed to synthesize it. (3) Given the product [Br:9][C:10]1[N:11]=[C:12]([N:4]2[CH2:5][C@H:6]([CH3:8])[O:7][C@H:2]([CH3:1])[CH2:3]2)[CH:13]=[CH:14][CH:15]=1, predict the reactants needed to synthesize it. The reactants are: [CH3:1][C@H:2]1[O:7][C@@H:6]([CH3:8])[CH2:5][NH:4][CH2:3]1.[Br:9][C:10]1[CH:15]=[CH:14][CH:13]=[C:12](Br)[N:11]=1.C(=O)([O-])[O-].[K+].[K+]. (4) Given the product [C:1]([O:5][C:6]([N:8]1[CH2:14][CH2:13][C:12]2[CH:15]=[CH:16][C:17]([C:22]3[O:21][CH:25]=[CH:24][CH:23]=3)=[CH:18][C:11]=2[C@H:10]([CH3:20])[CH2:9]1)=[O:7])([CH3:4])([CH3:3])[CH3:2], predict the reactants needed to synthesize it. The reactants are: [C:1]([O:5][C:6]([N:8]1[CH2:14][CH2:13][C:12]2[CH:15]=[CH:16][C:17](Cl)=[CH:18][C:11]=2[C@H:10]([CH3:20])[CH2:9]1)=[O:7])([CH3:4])([CH3:3])[CH3:2].[O:21]1[CH:25]=[CH:24][CH:23]=[C:22]1[Sn](CCCC)(CCCC)CCCC.[F-].[Cs+]. (5) Given the product [CH:12]([N:8]1[C:6]2[N:7]=[CH:2][CH:3]=[C:4]([C:15]([OH:17])=[O:16])[C:5]=2[C:10]([CH3:11])=[N:9]1)([CH3:14])[CH3:13], predict the reactants needed to synthesize it. The reactants are: Cl[C:2]1[CH:3]=[C:4]([C:15]([OH:17])=[O:16])[C:5]2[C:10]([CH3:11])=[N:9][N:8]([CH:12]([CH3:14])[CH3:13])[C:6]=2[N:7]=1.Cl. (6) The reactants are: I[C:2]1[CH:7]=[CH:6][CH:5]=[C:4]([I:8])[CH:3]=1.[NH:9]1[CH2:14][CH2:13][O:12][CH2:11][CH2:10]1.P([O-])([O-])([O-])=O.[K+].[K+].[K+].C(O)CO. Given the product [I:8][C:4]1[CH:3]=[C:2]([N:9]2[CH2:14][CH2:13][O:12][CH2:11][CH2:10]2)[CH:7]=[CH:6][CH:5]=1, predict the reactants needed to synthesize it. (7) Given the product [CH2:18]([N:8]1[C:9](=[O:13])[CH2:10][CH2:11][CH2:12][C:6]2[CH:5]=[CH:4][C:3]([O:2][CH3:1])=[CH:14][C:7]1=2)[CH3:19], predict the reactants needed to synthesize it. The reactants are: [CH3:1][O:2][C:3]1[CH:4]=[CH:5][C:6]2[CH2:12][CH2:11][CH2:10][C:9](=[O:13])[NH:8][C:7]=2[CH:14]=1.[H-].[Na+].I[CH2:18][CH3:19]. (8) Given the product [F:16][C:11]1[CH:10]=[C:9]([C@H:6]2[NH:5][C:3](=[O:4])[CH2:2][O:8][CH2:7]2)[CH:14]=[C:13]([F:15])[CH:12]=1, predict the reactants needed to synthesize it. The reactants are: Cl[CH2:2][C:3]([NH:5][C@H:6]([C:9]1[CH:14]=[C:13]([F:15])[CH:12]=[C:11]([F:16])[CH:10]=1)[CH2:7][OH:8])=[O:4].[H-].[Na+].[NH4+].[Cl-].